This data is from Reaction yield outcomes from USPTO patents with 853,638 reactions. The task is: Predict the reaction yield, written as a fraction of the theoretical maximum amount of product (1.0 means a 100% yield; for example, 0.34 means a 34% yield). (1) The reactants are [CH2:1]([N:5]([CH2:10][C:11](=[O:13])[CH3:12])[CH2:6][CH:7]([CH3:9])[CH3:8])[CH:2]([CH3:4])[CH3:3].[ClH:14]. The catalyst is O. The product is [ClH:14].[CH2:1]([N:5]([CH2:10][C:11](=[O:13])[CH3:12])[CH2:6][CH:7]([CH3:8])[CH3:9])[CH:2]([CH3:4])[CH3:3]. The yield is 0.850. (2) The reactants are [CH:1]([N:4]1[CH2:9][CH2:8][N:7]([C:10]2[CH:15]=[CH:14][C:13]([N+:16]([O-])=O)=[CH:12][CH:11]=2)[C:6](=[O:19])[CH2:5]1)([CH3:3])[CH3:2].[H][H].C(OCC)C.CCCCCC. The catalyst is CO.[Pd].C1(C)C=CC=CC=1. The product is [NH2:16][C:13]1[CH:12]=[CH:11][C:10]([N:7]2[CH2:8][CH2:9][N:4]([CH:1]([CH3:2])[CH3:3])[CH2:5][C:6]2=[O:19])=[CH:15][CH:14]=1. The yield is 0.960. (3) The reactants are [N+:1]([CH2:4][CH:5]([C:10]1[CH:14]=[CH:13][S:12][CH:11]=1)[CH2:6][C:7]([OH:9])=O)([O-:3])=[O:2]. The catalyst is ClCCCl. The product is [N+:1]([CH2:4][CH:5]1[C:10]2[CH:14]=[CH:13][S:12][C:11]=2[C:7](=[O:9])[CH2:6]1)([O-:3])=[O:2]. The yield is 0.740. (4) The reactants are C([O:3][C:4](=[O:35])[CH2:5][N:6]1[CH2:11][CH2:10][CH2:9][CH:8]([NH:12][C:13]([C:15]2[CH:16]=[N:17][C:18]([O:21][CH2:22][C:23]3[C:24]([C:29]4[CH:34]=[CH:33][CH:32]=[CH:31][CH:30]=4)=[N:25][O:26][C:27]=3[CH3:28])=[CH:19][CH:20]=2)=[O:14])[CH2:7]1)C.O.[OH-].[Li+]. The catalyst is C1COCC1.O.CO.Cl. The product is [CH3:28][C:27]1[O:26][N:25]=[C:24]([C:29]2[CH:34]=[CH:33][CH:32]=[CH:31][CH:30]=2)[C:23]=1[CH2:22][O:21][C:18]1[N:17]=[CH:16][C:15]([C:13]([NH:12][CH:8]2[CH2:9][CH2:10][CH2:11][N:6]([CH2:5][C:4]([OH:35])=[O:3])[CH2:7]2)=[O:14])=[CH:20][CH:19]=1. The yield is 0.830. (5) The reactants are [O:1]=[C:2]([NH:17][C@@H:18]1[CH2:22][CH2:21][NH:20][CH2:19]1)[CH2:3][NH:4][C:5](=[O:16])[C:6]1[CH:11]=[CH:10][CH:9]=[C:8]([C:12]([F:15])([F:14])[F:13])[CH:7]=1.CO.[CH3:25][O:26][C:27]1[N:32]=[CH:31][C:30]([N:33]2[CH2:38][CH2:37][CH2:36][CH2:35][C:34]2=O)=[CH:29][CH:28]=1.C(O[BH-](OC(=O)C)OC(=O)C)(=O)C.[Na+].C([O-])(O)=O.[Na+]. The catalyst is ClCCl. The product is [CH3:25][O:26][C:27]1[N:32]=[CH:31][C:30]([N:33]2[CH2:38][CH2:37][CH:36]([N:20]3[CH2:21][CH2:22][C@@H:18]([NH:17][C:2](=[O:1])[CH2:3][NH:4][C:5](=[O:16])[C:6]4[CH:11]=[CH:10][CH:9]=[C:8]([C:12]([F:14])([F:15])[F:13])[CH:7]=4)[CH2:19]3)[CH2:35][CH2:34]2)=[CH:29][CH:28]=1. The yield is 0.950.